From a dataset of Catalyst prediction with 721,799 reactions and 888 catalyst types from USPTO. Predict which catalyst facilitates the given reaction. (1) Reactant: [OH:1][CH:2]1[CH:7]([C:8]2[CH:13]=[CH:12][C:11]([OH:14])=[CH:10][CH:9]=2)[CH2:6][CH2:5][N:4]([C:15]([O:17][C:18]([CH3:21])([CH3:20])[CH3:19])=[O:16])[CH2:3]1.Cl[CH2:23][CH2:24][CH2:25][O:26][CH2:27][C:28]1[CH:33]=[CH:32][CH:31]=[CH:30][C:29]=1[O:34][CH3:35].C(=O)([O-])[O-].[K+].[K+]. Product: [OH:1][CH:2]1[CH:7]([C:8]2[CH:9]=[CH:10][C:11]([O:14][CH2:23][CH2:24][CH2:25][O:26][CH2:27][C:28]3[CH:33]=[CH:32][CH:31]=[CH:30][C:29]=3[O:34][CH3:35])=[CH:12][CH:13]=2)[CH2:6][CH2:5][N:4]([C:15]([O:17][C:18]([CH3:21])([CH3:20])[CH3:19])=[O:16])[CH2:3]1. The catalyst class is: 3. (2) Reactant: [F:1][C:2]1[CH:3]=[C:4]([NH:8][C:9]2[N:18]=[CH:17][C:16]3[C:11](=[CH:12][C:13]([O:27][CH:28]4[CH2:33][CH2:32][N:31]([C:34]([O:36][C:37]([CH3:40])([CH3:39])[CH3:38])=[O:35])[CH2:30][CH2:29]4)=[C:14](OS(C(F)(F)F)(=O)=O)[CH:15]=3)[N:10]=2)[CH:5]=[CH:6][CH:7]=1.CC1(C)C(C)(C)OB([C:49]2[CH:50]=[N:51][CH:52]=[CH:53][CH:54]=2)O1.C([O-])([O-])=O.[Na+].[Na+].CO. Product: [F:1][C:2]1[CH:3]=[C:4]([NH:8][C:9]2[N:18]=[CH:17][C:16]3[C:11](=[CH:12][C:13]([O:27][CH:28]4[CH2:29][CH2:30][N:31]([C:34]([O:36][C:37]([CH3:39])([CH3:38])[CH3:40])=[O:35])[CH2:32][CH2:33]4)=[C:14]([C:49]4[CH:50]=[N:51][CH:52]=[CH:53][CH:54]=4)[CH:15]=3)[N:10]=2)[CH:5]=[CH:6][CH:7]=1. The catalyst class is: 438. (3) Reactant: [F:1][C:2]1[C:7]([F:8])=[C:6]([O:9][CH2:10][CH2:11][N:12]([CH2:14][CH2:15][O:16][CH3:17])[CH3:13])[CH:5]=[CH:4][C:3]=1/[CH:18]=[N:19]/[N:20]([CH3:29])[C:21]1([C:25]([O:27][CH3:28])=[O:26])[CH2:24][CH2:23][CH2:22]1.[ClH:30].N1C=CC=CC=1.CCCCCCC. Product: [ClH:30].[F:1][C:2]1[C:7]([F:8])=[C:6]([O:9][CH2:10][CH2:11][N:12]([CH2:14][CH2:15][O:16][CH3:17])[CH3:13])[CH:5]=[CH:4][C:3]=1/[CH:18]=[N:19]/[N:20]([CH3:29])[C:21]1([C:25]([O:27][CH3:28])=[O:26])[CH2:22][CH2:23][CH2:24]1. The catalyst class is: 131.